From a dataset of Forward reaction prediction with 1.9M reactions from USPTO patents (1976-2016). Predict the product of the given reaction. (1) Given the reactants F[C:2]1[CH:7]=[CH:6][C:5]([C:8]([F:11])([F:10])[F:9])=[CH:4][C:3]=1[N+:12]([O-:14])=[O:13].CN1CCCC1=O.[C:22]([NH2:26])([CH3:25])([CH3:24])[CH3:23], predict the reaction product. The product is: [C:22]([NH:26][C:2]1[CH:7]=[CH:6][C:5]([C:8]([F:11])([F:10])[F:9])=[CH:4][C:3]=1[N+:12]([O-:14])=[O:13])([CH3:25])([CH3:24])[CH3:23]. (2) Given the reactants [NH2:1][C:2]1[NH:3][C:4](=[O:20])[C:5]2[N:6]=[CH:7][N:8]([C@H]3[C@@H](O)[C@@H](O)[C@H](CO)O3)[C:9]=2[N:10]=1.[Cl:21][C:22]1[CH:27]=[CH:26][C:25]([CH2:28]Cl)=[CH:24][CH:23]=1.Cl, predict the reaction product. The product is: [NH2:1][C:2]1[NH:3][C:4](=[O:20])[C:5]2[N:6]([CH2:28][C:25]3[CH:26]=[CH:27][C:22]([Cl:21])=[CH:23][CH:24]=3)[CH:7]=[N:8][C:9]=2[N:10]=1. (3) The product is: [O:1]1[CH2:7][CH2:6][CH2:5][O:4][C:3]2[CH:8]=[C:9]([CH:12]3[S:16][C:15]([N:17]4[CH2:22][CH2:21][CH:20]([C:23]([NH2:25])=[O:24])[CH2:19][CH2:18]4)=[N:14][C:13]3=[O:44])[CH:10]=[CH:11][C:2]1=2. Given the reactants [O:1]1[CH2:7][CH2:6][CH2:5][O:4][C:3]2[CH:8]=[C:9]([C:12]3[S:16][C:15]([N:17]4[CH2:22][CH2:21][CH:20]([C:23]([NH2:25])=[O:24])[CH2:19][CH2:18]4)=[N:14][CH:13]=3)[CH:10]=[CH:11][C:2]1=2.[B-](F)(F)(F)F.[B-](F)(F)(F)F.C1[N+]2([OH:44])CC[N+](F)(CC2)C1, predict the reaction product. (4) Given the reactants Br[C:2]1[CH:3]=[C:4]2[CH:10]=[N:9][NH:8][C:5]2=[N:6][CH:7]=1.CC1(C)C(C)(C)OB([C:19]2[CH:24]=[CH:23][N:22]=[C:21]([NH:25][C:26](=[O:28])[CH3:27])[CH:20]=2)O1.P([O-])([O-])([O-])=O.[K+].[K+].[K+].COCCOC, predict the reaction product. The product is: [NH:8]1[C:5]2=[N:6][CH:7]=[C:2]([C:19]3[CH:24]=[CH:23][N:22]=[C:21]([NH:25][C:26](=[O:28])[CH3:27])[CH:20]=3)[CH:3]=[C:4]2[CH:10]=[N:9]1. (5) Given the reactants [Br:1][C:2]1[CH:7]=[CH:6][C:5]([C:8]2[O:12][N:11]=[C:10]([CH3:13])[C:9]=2[CH:14]=[O:15])=[CH:4][CH:3]=1.[C:16]([Mg]Br)#[CH:17], predict the reaction product. The product is: [Br:1][C:2]1[CH:3]=[CH:4][C:5]([C:8]2[O:12][N:11]=[C:10]([CH3:13])[C:9]=2[CH:14]([OH:15])[C:16]#[CH:17])=[CH:6][CH:7]=1. (6) Given the reactants [S:1]1[C:5]2[CH:6]=[C:7]([CH2:10]O)[CH:8]=[CH:9][C:4]=2[N:3]=[CH:2]1.S(Cl)([Cl:14])=O, predict the reaction product. The product is: [Cl:14][CH2:10][C:7]1[CH:8]=[CH:9][C:4]2[N:3]=[CH:2][S:1][C:5]=2[CH:6]=1.